Task: Regression. Given two drug SMILES strings and cell line genomic features, predict the synergy score measuring deviation from expected non-interaction effect.. Dataset: NCI-60 drug combinations with 297,098 pairs across 59 cell lines (1) Drug 1: C1CCN(CC1)CCOC2=CC=C(C=C2)C(=O)C3=C(SC4=C3C=CC(=C4)O)C5=CC=C(C=C5)O. Drug 2: C#CCC(CC1=CN=C2C(=N1)C(=NC(=N2)N)N)C3=CC=C(C=C3)C(=O)NC(CCC(=O)O)C(=O)O. Cell line: HL-60(TB). Synergy scores: CSS=15.1, Synergy_ZIP=12.1, Synergy_Bliss=23.3, Synergy_Loewe=-81.8, Synergy_HSA=14.6. (2) Drug 1: C1=CC(=CC=C1CCCC(=O)O)N(CCCl)CCCl. Drug 2: CC1CCC2CC(C(=CC=CC=CC(CC(C(=O)C(C(C(=CC(C(=O)CC(OC(=O)C3CCCCN3C(=O)C(=O)C1(O2)O)C(C)CC4CCC(C(C4)OC)O)C)C)O)OC)C)C)C)OC. Cell line: 786-0. Synergy scores: CSS=47.7, Synergy_ZIP=-4.06, Synergy_Bliss=-6.52, Synergy_Loewe=0.412, Synergy_HSA=-0.0597. (3) Drug 1: C1C(C(OC1N2C=C(C(=O)NC2=O)F)CO)O. Drug 2: C(CCl)NC(=O)N(CCCl)N=O. Cell line: TK-10. Synergy scores: CSS=5.95, Synergy_ZIP=-0.922, Synergy_Bliss=-2.41, Synergy_Loewe=1.35, Synergy_HSA=-0.216.